Dataset: Full USPTO retrosynthesis dataset with 1.9M reactions from patents (1976-2016). Task: Predict the reactants needed to synthesize the given product. Given the product [CH3:14][C:13]([CH3:16])([CH3:15])[CH2:12][CH2:11][O:1][C:2]1[CH:9]=[CH:8][C:5]([CH:6]=[O:7])=[CH:4][CH:3]=1, predict the reactants needed to synthesize it. The reactants are: [OH:1][C:2]1[CH:9]=[CH:8][C:5]([CH:6]=[O:7])=[CH:4][CH:3]=1.Cl[CH2:11][CH2:12][C:13]([CH3:16])([CH3:15])[CH3:14].[I-].[Na+].C(=O)([O-])[O-].[Cs+].[Cs+].